Dataset: Full USPTO retrosynthesis dataset with 1.9M reactions from patents (1976-2016). Task: Predict the reactants needed to synthesize the given product. (1) Given the product [F:36][C:35]1[CH:34]=[CH:33][C:16]([O:17][C:18]2[N:23]=[C:22]3[S:24][C:25]([NH:27][C:28]([CH:30]4[CH2:32][CH2:31]4)=[O:29])=[N:26][C:21]3=[CH:20][CH:19]=2)=[CH:15][C:14]=1[NH:13][C:1](=[O:12])[NH:51][CH2:50][C:45]1[CH:46]=[CH:47][CH:48]=[CH:49][N:44]=1, predict the reactants needed to synthesize it. The reactants are: [C:1](=[O:12])(OC(Cl)(Cl)Cl)OC(Cl)(Cl)Cl.[NH2:13][C:14]1[CH:15]=[C:16]([CH:33]=[CH:34][C:35]=1[F:36])[O:17][C:18]1[N:23]=[C:22]2[S:24][C:25]([NH:27][C:28]([CH:30]3[CH2:32][CH2:31]3)=[O:29])=[N:26][C:21]2=[CH:20][CH:19]=1.C(N(CC)CC)C.[N:44]1[CH:49]=[CH:48][CH:47]=[CH:46][C:45]=1[CH2:50][NH2:51]. (2) Given the product [CH:12]1([O:11][C:10]2[C:5]3[O:4][CH:3]=[C:2]([NH:23][CH2:22][C:21]4[C:20]([Cl:19])=[CH:27][CH:26]=[CH:25][C:24]=4[Cl:28])[C:6]=3[CH:7]=[CH:8][C:9]=2[O:17][CH3:18])[CH2:16][CH2:15][CH2:14][CH2:13]1, predict the reactants needed to synthesize it. The reactants are: Br[C:2]1[C:6]2[CH:7]=[CH:8][C:9]([O:17][CH3:18])=[C:10]([O:11][CH:12]3[CH2:16][CH2:15][CH2:14][CH2:13]3)[C:5]=2[O:4][CH:3]=1.[Cl:19][C:20]1[CH:27]=[CH:26][CH:25]=[C:24]([Cl:28])[C:21]=1[CH2:22][NH2:23]. (3) Given the product [C:1]1([C:7]2([C:10](=[S:13])[NH2:11])[CH2:8][CH2:9]2)[CH:6]=[CH:5][CH:4]=[CH:3][CH:2]=1, predict the reactants needed to synthesize it. The reactants are: [C:1]1([C:7]2([C:10]#[N:11])[CH2:9][CH2:8]2)[CH:6]=[CH:5][CH:4]=[CH:3][CH:2]=1.O.[SH-:13].[Na+]. (4) Given the product [NH:3]1[CH2:2][CH2:1][N:4]=[C:19]1[CH2:18][CH2:17][CH2:16][C:13]1[CH:12]=[CH:11][C:10]([NH2:9])=[CH:15][CH:14]=1, predict the reactants needed to synthesize it. The reactants are: [CH2:1]([NH2:4])[CH2:2][NH2:3].C[Al](C)C.[NH2:9][C:10]1[CH:15]=[CH:14][C:13]([CH2:16][CH2:17][CH2:18][C:19](OC)=O)=[CH:12][CH:11]=1.O.